This data is from Reaction yield outcomes from USPTO patents with 853,638 reactions. The task is: Predict the reaction yield, written as a fraction of the theoretical maximum amount of product (1.0 means a 100% yield; for example, 0.34 means a 34% yield). (1) The reactants are Br[C:2]1[CH:7]=[CH:6][C:5]([S:8]([NH:11][CH3:12])(=[O:10])=[O:9])=[CH:4][C:3]=1[F:13].[C:14]([C:16]1[N:20]([CH3:21])[C:19](B(O)O)=[CH:18][CH:17]=1)#[N:15].[F-].[K+].C(P(C(C)(C)C)C(C)(C)C)(C)(C)C. The catalyst is C1C=CC(/C=C/C(/C=C/C2C=CC=CC=2)=O)=CC=1.C1C=CC(/C=C/C(/C=C/C2C=CC=CC=2)=O)=CC=1.C1C=CC(/C=C/C(/C=C/C2C=CC=CC=2)=O)=CC=1.[Pd].[Pd]. The product is [C:14]([C:16]1[N:20]([CH3:21])[C:19]([C:2]2[CH:7]=[CH:6][C:5]([S:8]([NH:11][CH3:12])(=[O:10])=[O:9])=[CH:4][C:3]=2[F:13])=[CH:18][CH:17]=1)#[N:15]. The yield is 0.310. (2) The reactants are [C:1]([O:5][C:6]([N:8]1[CH2:12][CH2:11][CH:10]([CH2:13][C:14]2[N:22]3[C:17]([C:18]([NH2:23])=[N:19][CH:20]=[N:21]3)=[C:16](Br)[CH:15]=2)[CH2:9]1)=[O:7])([CH3:4])([CH3:3])[CH3:2].[CH2:25]([N:32]1[CH:40]=[C:39]2[C:34]([CH:35]=[C:36](B3OC(C)(C)C(C)(C)O3)[CH:37]=[CH:38]2)=[N:33]1)[C:26]1[CH:31]=[CH:30][CH:29]=[CH:28][CH:27]=1.C([O-])([O-])=O.[Na+].[Na+]. The catalyst is CN(C=O)C.CCOC(C)=O.C1C=CC([P]([Pd]([P](C2C=CC=CC=2)(C2C=CC=CC=2)C2C=CC=CC=2)([P](C2C=CC=CC=2)(C2C=CC=CC=2)C2C=CC=CC=2)[P](C2C=CC=CC=2)(C2C=CC=CC=2)C2C=CC=CC=2)(C2C=CC=CC=2)C2C=CC=CC=2)=CC=1. The product is [C:1]([O:5][C:6]([N:8]1[CH2:12][CH2:11][CH:10]([CH2:13][C:14]2[N:22]3[C:17]([C:18]([NH2:23])=[N:19][CH:20]=[N:21]3)=[C:16]([C:36]3[CH:37]=[CH:38][C:39]4[C:34]([CH:35]=3)=[N:33][N:32]([CH2:25][C:26]3[CH:31]=[CH:30][CH:29]=[CH:28][CH:27]=3)[CH:40]=4)[CH:15]=2)[CH2:9]1)=[O:7])([CH3:4])([CH3:3])[CH3:2]. The yield is 0.460. (3) The reactants are C([O:8][C:9]1[C:10](=[O:18])[CH:11]=[C:12]([CH:15]([F:17])[F:16])[NH:13][CH:14]=1)C1C=CC=CC=1. The catalyst is CO.[Pd]. The product is [F:17][CH:15]([F:16])[C:12]1[NH:13][CH:14]=[C:9]([OH:8])[C:10](=[O:18])[CH:11]=1. The yield is 0.880. (4) The reactants are [OH:1][CH:2]([CH2:18][N:19]1[CH2:24][CH2:23][N:22]([CH3:25])[CH2:21][CH2:20]1)[CH2:3][O:4][C:5]1[CH:14]=[C:13]2[C:8]([C:9](=[O:15])[NH:10][CH:11]=[N:12]2)=[CH:7][C:6]=1[O:16][CH3:17].[C:26](OC(=O)C)(=[O:28])[CH3:27].O. The catalyst is CCOCC. The product is [C:26]([O:1][CH:2]([CH2:18][N:19]1[CH2:20][CH2:21][N:22]([CH3:25])[CH2:23][CH2:24]1)[CH2:3][O:4][C:5]1[CH:14]=[C:13]2[C:8]([C:9](=[O:15])[NH:10][CH:11]=[N:12]2)=[CH:7][C:6]=1[O:16][CH3:17])(=[O:28])[CH3:27]. The yield is 0.720. (5) The reactants are [O:1]1[CH2:7][CH2:6][CH2:5][O:4][C:3]2[CH:8]=[C:9]([C:12]3[S:16][C:15]([N:17]4[CH2:22][CH2:21][CH:20]([C:23]([NH2:25])=[O:24])[CH2:19][CH2:18]4)=[N:14][CH:13]=3)[CH:10]=[CH:11][C:2]1=2.[B-](F)(F)(F)F.[B-](F)(F)(F)F.C1[N+]2([OH:44])CC[N+](F)(CC2)C1. The catalyst is C(#N)C. The product is [O:1]1[CH2:7][CH2:6][CH2:5][O:4][C:3]2[CH:8]=[C:9]([CH:12]3[S:16][C:15]([N:17]4[CH2:22][CH2:21][CH:20]([C:23]([NH2:25])=[O:24])[CH2:19][CH2:18]4)=[N:14][C:13]3=[O:44])[CH:10]=[CH:11][C:2]1=2. The yield is 0.410. (6) The reactants are [CH2:1]([NH:3][C:4](=[O:36])[NH:5][C:6]1[CH:11]=[CH:10][C:9]([C:12]2[N:13]=[C:14]([N:29]3[CH2:34][CH2:33][O:32][CH2:31][C@@H:30]3[CH3:35])[C:15]3C[CH2:20][N:19]([C:22]([O:24][C:25](C)(C)[CH3:26])=[O:23])[CH2:18][C:16]=3[N:17]=2)=[CH:8][CH:7]=1)[CH3:2].ClC1N=C(N2CCOC[C@@H]2C)C2CN(C(OCC)=O)CC=2N=1.CC1(C)C(C)(C)OB(C2C=CC(NC(=O)NCC[NH:78][C:79](=[O:81])[CH3:80])=CC=2)O1. The catalyst is Cl[Pd]Cl.C1(P(C2C=CC=CC=2)[C-]2C=CC=C2)C=CC=CC=1.[C-]1(P(C2C=CC=CC=2)C2C=CC=CC=2)C=CC=C1.[Fe+2]. The product is [C:79]([NH:78][CH2:2][CH2:1][NH:3][C:4](=[O:36])[NH:5][C:6]1[CH:7]=[CH:8][C:9]([C:12]2[N:13]=[C:14]([N:29]3[CH2:34][CH2:33][O:32][CH2:31][C@@H:30]3[CH3:35])[C:15]3[CH2:20][N:19]([C:22]([O:24][CH2:25][CH3:26])=[O:23])[CH2:18][C:16]=3[N:17]=2)=[CH:10][CH:11]=1)(=[O:81])[CH3:80]. The yield is 0.380. (7) The reactants are [NH2:1][C:2]12[CH2:10][CH2:9][CH:6]([CH2:7][CH2:8]1)[CH2:5][N:4]1[C:11](=[O:27])[C:12]([OH:26])=[C:13]([C:15]([NH:17][CH2:18][C:19]3[CH:24]=[CH:23][C:22]([F:25])=[CH:21][CH:20]=3)=[O:16])[N:14]=[C:3]21.C(N(CC)CC)C.[C:35](Cl)(=[O:37])[CH3:36].CNC.CO. The catalyst is C(Cl)Cl.CO. The product is [C:35]([NH:1][C:2]12[CH2:8][CH2:7][CH:6]([CH2:9][CH2:10]1)[CH2:5][N:4]1[C:11](=[O:27])[C:12]([OH:26])=[C:13]([C:15]([NH:17][CH2:18][C:19]3[CH:20]=[CH:21][C:22]([F:25])=[CH:23][CH:24]=3)=[O:16])[N:14]=[C:3]21)(=[O:37])[CH3:36]. The yield is 0.110. (8) The reactants are Br.[Br:2][C:3]1[CH:4]=[CH:5][C:6]2[C:12]3[N:13]=[C:14]([NH:16][C:17]([CH3:21])([CH3:20])[CH2:18][NH2:19])[S:15][C:11]=3[CH2:10][CH2:9][O:8][C:7]=2[CH:22]=1.Cl[C:24](Cl)([O:26]C(=O)OC(Cl)(Cl)Cl)Cl. The catalyst is O1CCCC1. The product is [Br:2][C:3]1[CH:4]=[CH:5][C:6]2[C:12]3[N:13]=[C:14]([N:16]4[C:17]([CH3:20])([CH3:21])[CH2:18][NH:19][C:24]4=[O:26])[S:15][C:11]=3[CH2:10][CH2:9][O:8][C:7]=2[CH:22]=1. The yield is 0.510. (9) The reactants are [Cl:1][C:2]1[N:3]=[C:4]([C:9]([NH:11][C@H:12]2[CH2:17][CH2:16][N:15]([C:18]3[O:19][C:20]([CH2:30][CH3:31])=[C:21]([C:23]([O:25]CCCC)=[O:24])[N:22]=3)[CH2:14][C@H:13]2[O:32][CH3:33])=[O:10])[NH:5][C:6]=1[CH2:7][CH3:8].[OH-].[Li+].CO. The catalyst is C1COCC1. The product is [Cl:1][C:2]1[N:3]=[C:4]([C:9]([NH:11][C@H:12]2[CH2:17][CH2:16][N:15]([C:18]3[O:19][C:20]([CH2:30][CH3:31])=[C:21]([C:23]([OH:25])=[O:24])[N:22]=3)[CH2:14][C@H:13]2[O:32][CH3:33])=[O:10])[NH:5][C:6]=1[CH2:7][CH3:8]. The yield is 0.630.